Dataset: Catalyst prediction with 721,799 reactions and 888 catalyst types from USPTO. Task: Predict which catalyst facilitates the given reaction. (1) Reactant: Cl[C:2]1[C:3]2[C:4](=[CH:14][N:15](CC3C=CC(OC)=CC=3)[N:16]=2)[N:5]=[C:6]([C:8]2[CH:13]=[CH:12][CH:11]=[CH:10][CH:9]=2)[N:7]=1.[CH2:26]([N:28]1[CH2:33][CH2:32][N:31]([C:34]2[CH:40]=[CH:39][C:37]([NH2:38])=[CH:36][CH:35]=2)[CH2:30][CH2:29]1)[CH3:27].Cl. Product: [CH2:26]([N:28]1[CH2:29][CH2:30][N:31]([C:34]2[CH:40]=[CH:39][C:37]([NH:38][C:2]3[C:3]4[NH:16][N:15]=[CH:14][C:4]=4[N:5]=[C:6]([C:8]4[CH:9]=[CH:10][CH:11]=[CH:12][CH:13]=4)[N:7]=3)=[CH:36][CH:35]=2)[CH2:32][CH2:33]1)[CH3:27]. The catalyst class is: 71. (2) The catalyst class is: 5. Product: [CH3:1][N:2]([CH3:35])[C:3]([C:5]1[CH:6]=[CH:7][C:8]([N:11]2[C:20]3[C:15](=[N:16][CH:17]=[C:18]([CH2:21][C:22]4[CH:27]=[CH:26][C:25]([F:28])=[CH:24][CH:23]=4)[CH:19]=3)[C:14]([OH:29])=[C:13]([C:30]([NH:36][CH2:37][CH2:38][CH2:39][N:40]3[CH2:44][CH2:43][CH2:42][C:41]3=[O:45])=[O:31])[C:12]2=[O:34])=[CH:9][CH:10]=1)=[O:4]. Reactant: [CH3:1][N:2]([CH3:35])[C:3]([C:5]1[CH:10]=[CH:9][C:8]([N:11]2[C:20]3[C:15](=[N:16][CH:17]=[C:18]([CH2:21][C:22]4[CH:27]=[CH:26][C:25]([F:28])=[CH:24][CH:23]=4)[CH:19]=3)[C:14]([OH:29])=[C:13]([C:30](OC)=[O:31])[C:12]2=[O:34])=[CH:7][CH:6]=1)=[O:4].[NH2:36][CH2:37][CH2:38][CH2:39][N:40]1[CH2:44][CH2:43][CH2:42][C:41]1=[O:45].